This data is from Forward reaction prediction with 1.9M reactions from USPTO patents (1976-2016). The task is: Predict the product of the given reaction. (1) Given the reactants [CH3:1][N:2]1[C:6]([C:7]2[CH:15]=[CH:14][C:10]([C:11](O)=[O:12])=[CH:9][CH:8]=2)=[C:5]([NH:16][C:17]([O:19][C@@H:20]([C:22]2[CH:27]=[CH:26][CH:25]=[CH:24][CH:23]=2)[CH3:21])=[O:18])[C:4]([CH3:28])=[N:3]1.Cl.C[O:31][C:32](=[O:43])[C@H:33]([NH2:42])[CH2:34][C:35]1[CH:40]=[CH:39][C:38]([Br:41])=[CH:37][CH:36]=1, predict the reaction product. The product is: [Br:41][C:38]1[CH:39]=[CH:40][C:35]([CH2:34][C@@H:33]([NH:42][C:11](=[O:12])[C:10]2[CH:14]=[CH:15][C:7]([C:6]3[N:2]([CH3:1])[N:3]=[C:4]([CH3:28])[C:5]=3[NH:16][C:17]([O:19][C@@H:20]([C:22]3[CH:27]=[CH:26][CH:25]=[CH:24][CH:23]=3)[CH3:21])=[O:18])=[CH:8][CH:9]=2)[C:32]([OH:31])=[O:43])=[CH:36][CH:37]=1. (2) Given the reactants Cl[C:2]1[N:7]2[CH:8]=[C:9]([C:11]([O:13][CH2:14][CH3:15])=[O:12])[N:10]=[C:6]2[CH:5]=[C:4]([CH3:16])[C:3]=1[C:17](=[O:22])[C:18]([O:20][CH3:21])=[O:19].CC[N:25]([CH:29]([CH3:31])C)[CH:26]([CH3:28])C.C([O-])(O)=O.[Na+], predict the reaction product. The product is: [CH2:4]([C:5]1([CH3:6])[CH2:28][CH2:26][N:25]([C:2]2[N:7]3[CH:8]=[C:9]([C:11]([O:13][CH2:14][CH3:15])=[O:12])[N:10]=[C:6]3[CH:5]=[C:4]([CH3:16])[C:3]=2[C:17](=[O:22])[C:18]([O:20][CH3:21])=[O:19])[CH2:29][CH2:31]1)[CH2:3][CH:17]=[CH2:18].